This data is from Peptide-MHC class I binding affinity with 185,985 pairs from IEDB/IMGT. The task is: Regression. Given a peptide amino acid sequence and an MHC pseudo amino acid sequence, predict their binding affinity value. This is MHC class I binding data. (1) The peptide sequence is LERIKANIF. The MHC is HLA-B46:01 with pseudo-sequence HLA-B46:01. The binding affinity (normalized) is 0.0847. (2) The peptide sequence is YRSGIIAVV. The MHC is HLA-A24:02 with pseudo-sequence HLA-A24:02. The binding affinity (normalized) is 0. (3) The peptide sequence is WSIHAKHEW. The MHC is HLA-B58:01 with pseudo-sequence HLA-B58:01. The binding affinity (normalized) is 0.966. (4) The peptide sequence is AESICSYWL. The MHC is HLA-A02:11 with pseudo-sequence HLA-A02:11. The binding affinity (normalized) is 0.0847. (5) The peptide sequence is KSAQFPFHF. The MHC is HLA-C15:02 with pseudo-sequence HLA-C15:02. The binding affinity (normalized) is 0.493.